From a dataset of Drug-target binding data from BindingDB using IC50 measurements. Regression. Given a target protein amino acid sequence and a drug SMILES string, predict the binding affinity score between them. We predict pIC50 (pIC50 = -log10(IC50 in M); higher means more potent). Dataset: bindingdb_ic50. (1) The compound is O=S(=O)(c1ccccc1)c1cc(O)c2ccccc2c1O. The target protein sequence is MFLYFITYLCIFHNNIYSVELIKNNKYNFINNVHNIKYRTKIRAIYGKTGGKIIGHGHSYPSTEIYNDELKKYVDTNDEWIRTRTGIKKRRILKRDENISMLQIDSATQALETSCLKPSDIDMVINASSTPQNLFGDANNISNKIGCKNSVNMDLTAACTGFIFAFVTAYNFLNRYKNILIVGSDALSNFVDWRDRNTCVLFGDAAGAVVLQRTEEKEENKIFNYYLGSDSELNDLLTINFDHDKYNLDKPNVNKYGKLYMNGKEVFKYTISNIPKILKKAIQHSNINIEDINYFIFHQANIRIIETVAKNLNIPMSKVLVNLDEYANTSAASIPLCFSENIKNGKIKTNDIICMCGFGAGMSYGCVILKY. The pIC50 is 6.5. (2) The compound is N#Cc1ccc(-c2cnc3ccc(NCc4cccnc4)nn23)cc1. The target protein sequence is MKDILSNYSNLIYLNKYVKEKDKYINDYRIIRTLNQGKFNKIILCEKDNKFYALKKYEKSLLEKKRDFTKSNNDKISIKSKYDDFKNELQIITDIKNEYCLTCEGIITNYDEVYIIYEYMENDSILKFDEYFFVLDKNYTCFIPIQVIKCIIKSVLNSFSYIHNEKNICHRDVKPSNILMDKNGRVKLSDFGESEYMVDKKIKGSRGTYEFMPPEFFSNESSYNGAKVDIWSLGICLYVMFYNVVPFSLKISLVELFNNIRTKNIEYPLDRNHFLYPLTNKKSTCSNNFLSNEDIDFLKLFLRKNPAERITSEDALVTAK. The pIC50 is 6.1. (3) The small molecule is COc1cc(C2CC(c3ccco3)=Nc3ccccc3S2)ccc1O. The target protein (P59071) has sequence SLLEFGKMILEETGKLAIPSYSSYGCYCGWGGKGTPKDATDRCCFVHDCCYGNLPDCNPKSDRYKYKRVNGAIVCEKGTSCENRICECDKAAAICFRQNLNTYSKKYMLYPDFLCKGELKC. The pIC50 is 4.4. (4) The compound is CCCCCCCCCCCCCC(=O)O[C@H]1CC[C@H](NC(=O)[C@H](OC)[C@H](O)[C@@H](O)[C@H](O)/C=C/C(C)C)C(=O)NC1. The target protein (P53582) has sequence MAAVETRVCETDGCSSEAKLQCPTCIKLGIQGSYFCSQECFKGSWATHKLLHKKAKDEKAKREVSSWTVEGDINTDPWAGYRYTGKLRPHYPLMPTRPVPSYIQRPDYADHPLGMSESEQALKGTSQIKLLSSEDIEGMRLVCRLAREVLDVAAGMIKPGVTTEEIDHAVHLACIARNCYPSPLNYYNFPKSCCTSVNEVICHGIPDRRPLQEGDIVNVDITLYRNGYHGDLNETFFVGEVDDGARKLVQTTYECLMQAIDAVKPGVRYRELGNIIQKHAQANGFSVVRSYCGHGIHKLFHTAPNVPHYAKNKAVGVMKSGHVFTIEPMICEGGWQDETWPDGWTAVTRDGKRSAQFEHTLLVTDTGCEILTRRLDSARPHFMSQF. The pIC50 is 5.7. (5) The small molecule is COc1cc(C(=O)N2CO[C@](CCN3CCC4(CC3)C(=O)NCN4c3ccccc3)(c3ccc(Cl)c(Cl)c3)C2)cc(OC)c1OC. The target protein (Q64077) has sequence MGACVIVTNTNISSGLESNTTGITAFSMPTWQLALWATAYLALVLVAVTGNATVTWIILAHQRMRTVTNYFIVNLALADLCMAAFNAAFNFVYASHNIWYFGRAFCYFQNLFPITAMFVSIYSMTAIAIDRYMAIVHPFQPRLSAPSTKAVIGGIWLVALALAFPQCFYSTITEDEGATKCVVAWPEDSRDKSLLLYHLVVIVLIYLLPLTVMFVAYSIIGLTLWRRAVPRHQAHGANLRHLQAKKKFVKTMVLVVVTFAICWLPYHLYFILGSFQEDIYCHKFIQQVYLALFWLAMSSTMYNPIIYCCLNRRFRSGFRLAFRCCPWVTPTEEDKLELTHTPSFSLRVNRCHTKEILFMAGDTVPSEATNGQAGGPQDRESVELSSLPGCRAGPSILAKASS. The pIC50 is 6.8.